Task: Predict which catalyst facilitates the given reaction.. Dataset: Catalyst prediction with 721,799 reactions and 888 catalyst types from USPTO (1) Reactant: [CH2:1]([OH:5])[CH:2]([OH:4])[CH3:3].[SH:6][CH:7]([CH3:12])[CH2:8][C:9]([OH:11])=O.O.C1(C)C=[CH:18][C:17]([S:20](O)(=O)=O)=[CH:16][CH:15]=1.C(=O)([O-])[OH:26].[Na+]. Product: [SH:20][CH:17]([CH3:18])[CH2:16][C:15]([O:5][CH2:1][CH:2]([O:4][C:9](=[O:11])[CH2:8][CH:7]([SH:6])[CH3:12])[CH3:3])=[O:26]. The catalyst class is: 11. (2) Reactant: [Cl:1][C:2]1[CH:3]=[CH:4][C:5]2[N:11]3[C:12]([CH3:15])=[N:13][N:14]=[C:10]3[C@@H:9]([CH2:16][CH2:17][OH:18])[S:8][C@H:7]([C:19]3[CH:24]=[CH:23][CH:22]=[C:21]([O:25][CH3:26])[C:20]=3[O:27][CH3:28])[C:6]=2[CH:29]=1.C(N(CC)CC)C.[CH3:37][S:38](Cl)(=[O:40])=[O:39].C(=O)(O)[O-].[Na+]. Product: [CH3:37][S:38]([O:18][CH2:17][CH2:16][C@H:9]1[S:8][C@H:7]([C:19]2[CH:24]=[CH:23][CH:22]=[C:21]([O:25][CH3:26])[C:20]=2[O:27][CH3:28])[C:6]2[CH:29]=[C:2]([Cl:1])[CH:3]=[CH:4][C:5]=2[N:11]2[C:12]([CH3:15])=[N:13][N:14]=[C:10]12)(=[O:40])=[O:39]. The catalyst class is: 4. (3) Product: [Br:25][C:11]1[CH:12]=[C:13]2[C:8]3=[C:9]([CH2:14][N:15]([C:18]([O:20][C:21]([CH3:24])([CH3:23])[CH3:22])=[O:19])[CH2:16][CH2:17][N:7]3[CH2:6][CH2:5][CH:4]2[CH:1]2[CH2:2][CH2:3]2)[CH:10]=1. Reactant: [CH:1]1([CH:4]2[C:13]3[C:8]4=[C:9]([CH2:14][N:15]([C:18]([O:20][C:21]([CH3:24])([CH3:23])[CH3:22])=[O:19])[CH2:16][CH2:17][N:7]4[CH2:6][CH2:5]2)[CH:10]=[CH:11][CH:12]=3)[CH2:3][CH2:2]1.[Br:25]N1C(=O)CCC1=O. The catalyst class is: 1. (4) Reactant: [OH:1][C:2]1[C:27]([O:28][CH3:29])=[CH:26][C:5]2[C:6]3[N:11]([CH:12]([C:14]([CH3:19])([CH3:18])[CH2:15][O:16][CH3:17])[CH2:13][C:4]=2[CH:3]=1)[CH:10]=[C:9]([C:20]([O:22][CH2:23][CH3:24])=[O:21])[C:8](=[O:25])[CH:7]=3.C(=O)([O-])[O-].[K+].[K+].Cl.Cl[CH2:38][CH2:39][CH2:40][N:41]1[CH2:46][CH2:45][O:44][CH2:43][CH2:42]1.O. Product: [CH3:29][O:28][C:27]1[C:2]([O:1][CH2:38][CH2:39][CH2:40][N:41]2[CH2:46][CH2:45][O:44][CH2:43][CH2:42]2)=[CH:3][C:4]2[CH2:13][CH:12]([C:14]([CH3:18])([CH3:19])[CH2:15][O:16][CH3:17])[N:11]3[C:6](=[CH:7][C:8](=[O:25])[C:9]([C:20]([O:22][CH2:23][CH3:24])=[O:21])=[CH:10]3)[C:5]=2[CH:26]=1. The catalyst class is: 3. (5) Reactant: N(OCCC(C)C)=O.I[CH2:10][I:11].NC1[N:17]([C@@H:18]2[O:30][C@H:29]([CH2:31][O:32][C:33](=[O:35])[CH3:34])[C@@H:24]([O:25][C:26](=[O:28])[CH3:27])[C@H:19]2[O:20][C:21](=[O:23])[CH3:22])[CH:16]=[N:15][C:14]=1[C:36]([NH2:38])=[O:37]. Product: [I:11][C:10]1[N:17]([C@@H:18]2[O:30][C@H:29]([CH2:31][O:32][C:33](=[O:35])[CH3:34])[C@@H:24]([O:25][C:26](=[O:28])[CH3:27])[C@H:19]2[O:20][C:21](=[O:23])[CH3:22])[CH:16]=[N:15][C:14]=1[C:36]([NH2:38])=[O:37]. The catalyst class is: 4. (6) Reactant: [CH3:1][O:2][C:3]1[CH:8]=[CH:7][C:6]([CH:9]([C:46]2[CH:51]=[CH:50][C:49]([O:52][CH3:53])=[CH:48][CH:47]=2)[O:10][CH:11]([C:40]2[CH:45]=[CH:44][CH:43]=[CH:42][CH:41]=2)[CH:12]2[O:16][CH:15]([N:17]3[C:25]4[C:20](=[CH:21][C:22]([N+:26]([O-:28])=[O:27])=[CH:23][CH:24]=4)[C:19]([C:29]#[C:30][CH2:31][NH:32]C(=O)C(F)(F)F)=[CH:18]3)[CH2:14][CH:13]2[OH:39])=[CH:5][CH:4]=1. Product: [NH2:32][CH2:31][C:30]#[C:29][C:19]1[C:20]2[C:25](=[CH:24][CH:23]=[C:22]([N+:26]([O-:28])=[O:27])[CH:21]=2)[N:17]([CH:15]2[O:16][CH:12]([CH:11]([C:40]3[CH:41]=[CH:42][CH:43]=[CH:44][CH:45]=3)[O:10][CH:9]([C:6]3[CH:5]=[CH:4][C:3]([O:2][CH3:1])=[CH:8][CH:7]=3)[C:46]3[CH:51]=[CH:50][C:49]([O:52][CH3:53])=[CH:48][CH:47]=3)[CH:13]([OH:39])[CH2:14]2)[CH:18]=1. The catalyst class is: 547.